From a dataset of Full USPTO retrosynthesis dataset with 1.9M reactions from patents (1976-2016). Predict the reactants needed to synthesize the given product. (1) Given the product [NH2:11][CH2:12][CH2:13][C@H:14]([NH:25][C:26](=[O:41])[C:27]1[CH:32]=[CH:31][C:30]([C:33]([N:35]2[CH2:39][CH2:38][CH2:37][CH2:36]2)=[O:34])=[C:29]([CH3:40])[CH:28]=1)[C:15]1[NH:19][C:18]2[CH:20]=[CH:21][C:22]([Cl:24])=[CH:23][C:17]=2[N:16]=1, predict the reactants needed to synthesize it. The reactants are: C(OC([NH:11][CH2:12][CH2:13][C@H:14]([NH:25][C:26](=[O:41])[C:27]1[CH:32]=[CH:31][C:30]([C:33]([N:35]2[CH2:39][CH2:38][CH2:37][CH2:36]2)=[O:34])=[C:29]([CH3:40])[CH:28]=1)[C:15]1[NH:19][C:18]2[CH:20]=[CH:21][C:22]([Cl:24])=[CH:23][C:17]=2[N:16]=1)=O)C1C=CC=CC=1.I[Si](C)(C)C.ClCCl.C(O)C.ClCl. (2) Given the product [Cl:20][C:4]1[N:3]=[C:2]([CH:21]([CH3:23])[CH3:22])[C:7]([C:8]([NH:10][CH2:11][C:12]2[CH:17]=[CH:16][C:15]([Cl:18])=[CH:14][CH:13]=2)=[O:9])=[C:6]([CH3:19])[CH:5]=1, predict the reactants needed to synthesize it. The reactants are: Cl[C:2]1[C:7]([C:8]([NH:10][CH2:11][C:12]2[CH:17]=[CH:16][C:15]([Cl:18])=[CH:14][CH:13]=2)=[O:9])=[C:6]([CH3:19])[CH:5]=[C:4]([Cl:20])[N:3]=1.[CH:21]([Mg]Cl)([CH3:23])[CH3:22].